From a dataset of Forward reaction prediction with 1.9M reactions from USPTO patents (1976-2016). Predict the product of the given reaction. (1) Given the reactants ClC(Cl)(O[C:5](=[O:11])OC(Cl)(Cl)Cl)Cl.[CH3:13][C:14]1[N:19]=[CH:18][C:17]([C:20]2[CH:21]=[CH:22][C:23]3[N:29]4[CH2:30][C@H:26]([CH2:27][CH2:28]4)[NH:25][C:24]=3[N:31]=2)=[CH:16][CH:15]=1.CCN(C(C)C)C(C)C.Cl.[F:42][C:43]([F:47])([F:46])[CH2:44][NH2:45], predict the reaction product. The product is: [CH3:13][C:14]1[N:19]=[CH:18][C:17]([C:20]2[CH:21]=[CH:22][C:23]3[N:29]4[CH2:30][C@H:26]([CH2:27][CH2:28]4)[N:25]([C:5]([NH:45][CH2:44][C:43]([F:47])([F:46])[F:42])=[O:11])[C:24]=3[N:31]=2)=[CH:16][CH:15]=1. (2) Given the reactants FC(F)(F)C([O-])=O.[NH2:8][C:9]1[CH:17]=[CH:16][C:12]2[N:13]=[CH:14][NH:15][C:11]=2[CH:10]=1.[Cl:18][C:19]1[CH:20]=[C:21]([CH:24]=[CH:25][CH:26]=1)[CH:22]=O.[Si](C#N)(C)(C)C.[N:33]1([C:38](N2C=CN=C2)=[O:39])C=CN=[CH:34]1, predict the reaction product. The product is: [NH:13]1[C:12]2[CH:16]=[CH:17][C:9]([N:8]3[CH:22]([C:21]4[CH:24]=[CH:25][CH:26]=[C:19]([Cl:18])[CH:20]=4)[CH2:34][NH:33][C:38]3=[O:39])=[CH:10][C:11]=2[N:15]=[CH:14]1. (3) The product is: [Br:35][CH2:20][C:13]1[NH:12][C:11]([C:21]2[C:26]([F:27])=[CH:25][CH:24]=[CH:23][N:22]=2)=[N:10][CH:9]([C:3]2[CH:4]=[CH:5][C:6]([Cl:8])=[CH:7][C:2]=2[Cl:1])[C:14]=1[C:15]([O:17][CH2:18][CH3:19])=[O:16]. Given the reactants [Cl:1][C:2]1[CH:7]=[C:6]([Cl:8])[CH:5]=[CH:4][C:3]=1[CH:9]1[C:14]([C:15]([O:17][CH2:18][CH3:19])=[O:16])=[C:13]([CH3:20])[NH:12][C:11]([C:21]2[C:26]([F:27])=[CH:25][CH:24]=[CH:23][N:22]=2)=[N:10]1.C1C(=O)N([Br:35])C(=O)C1, predict the reaction product.